Dataset: Full USPTO retrosynthesis dataset with 1.9M reactions from patents (1976-2016). Task: Predict the reactants needed to synthesize the given product. (1) Given the product [Cl:1][C:2]1[C:3]2[CH:13]=[CH:12][C:11]([O:14][CH3:15])=[CH:10][C:4]=2[S:5][C:6]=1[C:7]([N:35]([CH3:36])[CH3:34])=[O:8], predict the reactants needed to synthesize it. The reactants are: [Cl:1][C:2]1[C:3]2[CH:13]=[CH:12][C:11]([O:14][CH3:15])=[CH:10][C:4]=2[S:5][C:6]=1[C:7](O)=[O:8].COC1C=CC(C=CC(O)=O)=CC=1.S(Cl)(Cl)=O.Cl.[CH3:34][NH:35][CH3:36]. (2) Given the product [NH:25]1[C:33]2[C:28](=[CH:29][C:30]([N:34]3[C:2]4[N:3]=[C:4]([N:19]5[CH2:24][CH2:23][O:22][CH2:21][CH2:20]5)[N:5]=[C:6]([C:11]5[CH:16]=[CH:15][CH:14]=[C:13]([O:17][CH3:18])[CH:12]=5)[C:7]=4[CH2:8][CH2:9]3)=[CH:31][CH:32]=2)[CH:27]=[N:26]1, predict the reactants needed to synthesize it. The reactants are: Cl[C:2]1[C:7]([CH2:8][CH2:9]Cl)=[C:6]([C:11]2[CH:16]=[CH:15][CH:14]=[C:13]([O:17][CH3:18])[CH:12]=2)[N:5]=[C:4]([N:19]2[CH2:24][CH2:23][O:22][CH2:21][CH2:20]2)[N:3]=1.[NH:25]1[C:33]2[C:28](=[CH:29][C:30]([NH2:34])=[CH:31][CH:32]=2)[CH:27]=[N:26]1. (3) Given the product [CH3:16][N:17]([CH2:18][C:19]1[O:14][C:9]2[CH:8]=[C:7]([C:6]([OH:5])=[O:15])[CH:12]=[CH:11][C:10]=2[CH:20]=1)[CH3:21], predict the reactants needed to synthesize it. The reactants are: C(#N)C.C[O:5][C:6](=[O:15])[C:7]1[CH:12]=[CH:11][C:10](I)=[C:9]([OH:14])[CH:8]=1.[CH3:16][N:17]([CH3:21])[CH2:18][C:19]#[CH:20]. (4) Given the product [CH3:32][O:33][N:34]=[C:25]1[CH2:24][CH:13]2[CH2:14][O:15][C:16]3[C:21]([C:12]2([S:9]([C:6]2[CH:5]=[CH:4][C:3]([C:2]([F:29])([F:1])[F:30])=[CH:8][CH:7]=2)(=[O:10])=[O:11])[CH2:27][CH2:26]1)=[C:20]([F:22])[CH:19]=[CH:18][C:17]=3[F:23], predict the reactants needed to synthesize it. The reactants are: [F:1][C:2]([F:30])([F:29])[C:3]1[CH:8]=[CH:7][C:6]([S:9]([C@@:12]23[CH2:27][CH2:26][C:25](=O)[CH2:24][C@H:13]2[CH2:14][O:15][C:16]2[C:21]3=[C:20]([F:22])[CH:19]=[CH:18][C:17]=2[F:23])(=[O:11])=[O:10])=[CH:5][CH:4]=1.Cl.[CH3:32][O:33][NH2:34].CCN(CC)CC.